Dataset: Reaction yield outcomes from USPTO patents with 853,638 reactions. Task: Predict the reaction yield, written as a fraction of the theoretical maximum amount of product (1.0 means a 100% yield; for example, 0.34 means a 34% yield). (1) The reactants are Br[C:2]1[N:6]2[N:7]=[CH:8][C:9]([C:11]([F:14])([F:13])[F:12])=[N:10][C:5]2=[N:4][CH:3]=1.CC1(C)COB([C:22]2[CH:27]=[CH:26][CH:25]=[C:24]([S:28][C:29]([F:32])([F:31])[F:30])[CH:23]=2)OC1.C([O-])([O-])=O.[Na+].[Na+]. The catalyst is C1C=CC([P]([Pd]([P](C2C=CC=CC=2)(C2C=CC=CC=2)C2C=CC=CC=2)([P](C2C=CC=CC=2)(C2C=CC=CC=2)C2C=CC=CC=2)[P](C2C=CC=CC=2)(C2C=CC=CC=2)C2C=CC=CC=2)(C2C=CC=CC=2)C2C=CC=CC=2)=CC=1.COCCOC. The product is [F:12][C:11]([F:14])([F:13])[C:9]1[CH:8]=[N:7][N:6]2[C:2]([C:26]3[CH:27]=[CH:22][CH:23]=[C:24]([S:28][C:29]([F:30])([F:31])[F:32])[CH:25]=3)=[CH:3][N:4]=[C:5]2[N:10]=1. The yield is 0.430. (2) The reactants are [N+:1]([C:4]1[CH:9]=[CH:8][C:7]([OH:10])=[C:6]([O:11][CH2:12][CH2:13][N:14]2[CH2:19][CH2:18][O:17][CH2:16][CH2:15]2)[CH:5]=1)([O-])=O. The catalyst is CN(C=O)C.[C].[Pd]. The product is [NH2:1][C:4]1[CH:9]=[CH:8][C:7]([OH:10])=[C:6]([O:11][CH2:12][CH2:13][N:14]2[CH2:19][CH2:18][O:17][CH2:16][CH2:15]2)[CH:5]=1. The yield is 0.870. (3) The reactants are [Br:1][C:2]1[CH:7]=[CH:6][C:5]([Cl:8])=[CH:4][C:3]=1[OH:9].Cl[C:11]([F:16])([F:15])C([O-])=O.[Na+].C(=O)([O-])[O-].[Cs+].[Cs+]. The catalyst is CN(C=O)C.O.CC(OC)(C)C.O. The product is [Cl:8][C:5]1[CH:6]=[CH:7][C:2]([Br:1])=[C:3]([O:9][CH:11]([F:16])[F:15])[CH:4]=1. The yield is 0.980.